Dataset: Experimentally validated miRNA-target interactions with 360,000+ pairs, plus equal number of negative samples. Task: Binary Classification. Given a miRNA mature sequence and a target amino acid sequence, predict their likelihood of interaction. (1) The miRNA is gga-miR-15b-5p with sequence UAGCAGCACAUCAUGGUUUGCA. The protein sequence of the target gene is MQKATYYDNTAAALFGGYSSYPGSNGFGYDGPPQPPFQAATHLEGDYQRSACSLQSLGNAAPHAKSKELNGSCMRPGLAPEPLPAPPGSPPPSAAPTSTTSNSNNGGGPSKSGPPKCGAGSNSTLTKQIFPWMKESRQTSKLKNSSPGTAEGCGGGGGGGGGGGGGGGGSSGGGGGGGGGGDKSPPGSAASKRARTAYTSAQLVELEKEFHFNRYLCRPRRVEMANLLNLSERQIKIWFQNRRMKYKKDQKAKGLASSSGGPSPAGSPPQPMQSTAGFMNALHSMTPSYDSPSPPAFGKG.... Result: 0 (no interaction). (2) The miRNA is hsa-miR-4768-3p with sequence CCAGGAGAUCCAGAGAGAAU. The protein sequence of the target gene is MAAHLSYGRVNLNVLREAVRRELREFLDKCAGSKAIVWDEYLTGPFGLIAQYSLLKEHEVEKMFTLKGNRLPAADVKNIIFFVRPRLELMDIIAENVLSEDRRGPTRDFHILFVPRRSLLCEQRLKDLGVLGSFIHREEYSLDLIPFDGDLLSMESEGAFKECYLEGDQTSLYHAAKGLMTLQALYGTIPQIFGKGECARQVANMMIRMKREFTGSQNSIFPVFDNLLLLDRNVDLLTPLATQLTYEGLIDEIYGIQNSYVKLPPEKFAPKKQGDGGKDLPTEAKKLQLNSAEELYAEIR.... Result: 1 (interaction). (3) The miRNA is hsa-miR-6509-3p with sequence UUCCACUGCCACUACCUAAUUU. The protein sequence of the target gene is MKGFKLSCTASNSNRSTPACSPILRKRSRSPTPQNQDGDTMVEKGSDHSSDKSPSTPEQGVQRSCSSQSGRSGGKNSKKSQSWYNVLSPTYKQRNEDFRKLFKQLPDTERLIVDYSCALQRDILLQGRLYLSENWICFYSNIFRWETLLTVRLKDICSMTKEKTARLIPNAIQVCTDSEKHFFTSFGARDRTYMMMFRLWQNALLEKPLCPKELWHFVHQCYGNELGLTSDDEDYVPPDDDFNTMGYCEEIPVEENEVNDSSSKSSIETKPDASPQLPKKSITNSTLTSTGSSEAPVSFD.... Result: 1 (interaction). (4) The miRNA is hsa-miR-4524b-5p with sequence AUAGCAGCAUAAGCCUGUCUC. The protein sequence of the target gene is MPFQFGTQPRRFPVEGGDSSIELEPGLSSSAACNGKEMSPTRQLRRCPGSHCLTITDVPVTVYATTRKPPAQSSKEMHPK. Result: 1 (interaction). (5) The miRNA is mmu-miR-337-5p with sequence CGGCGUCAUGCAGGAGUUGAUU. The protein sequence of the target gene is MTRLLGYVDPLDPSFVAAVITITFNPLYWNVVARWEHKTRKLSRAFGSPYLACYSLSVTILLLNFLRSHCFTQAMLSQPRMESLDTPAAYSLGLALLGLGVVLVLSSFFALGFAGTFLGDYFGILKEARVTVFPFNILDNPMYWGSTANYLGWAIMHASPTGLLLTVLVALTYIVALLYEEPFTAEIYRQKASGSHKRS. Result: 0 (no interaction). (6) The miRNA is hsa-miR-1-3p with sequence UGGAAUGUAAAGAAGUAUGUAU. The protein sequence of the target gene is MSGAPTAGAALMLCAATAVLLSAQGGPVQSKSPRFASWDEMNVLAHGLLQLGQGLREHAERTRSQLSALERRLSACGSACQGTEGSTDLPLAPESRVDPEVLHSLQTQLKAQNSRIQQLFHKVAQQQRHLEKQHLRIQHLQSQFGLLDHKHLDHEVAKPARRKRLPEMAQPVDPAHNVSRLHRLPRDCQELFQVGERQSGLFEIQPQGSPPFLVNCKMTSDGGWTVIQRRHDGSVDFNRPWEAYKAGFGDPHGEFWLGLEKVHSITGDRNSRLAVQLRDWDGNAELLQFSVHLGGEDTAY.... Result: 1 (interaction).